This data is from Full USPTO retrosynthesis dataset with 1.9M reactions from patents (1976-2016). The task is: Predict the reactants needed to synthesize the given product. (1) Given the product [P:17]([O:16][CH2:15][C@H:13]1[O:14][C@@H:10]([N:7]2[C:5]3[N:6]=[CH:1][N:2]=[C:3]([NH2:30])[C:4]=3[N:9]=[CH:8]2)[C@H:11]([OH:32])[C@@H:12]1[OH:29])([O:20][P:21]([O:24][P:25]([OH:28])([OH:27])=[O:26])([OH:23])=[O:22])(=[O:19])[OH:18], predict the reactants needed to synthesize it. The reactants are: [CH:1]1[N:6]=[C:5]2[N:7]([C@@H:10]3[O:14][C@H:13]([CH2:15][O:16][P:17]([O:20][P:21]([O:24][P:25]([OH:28])([OH:27])=[O:26])([OH:23])=[O:22])([OH:19])=[O:18])[C@@H:12]([OH:29])[CH2:11]3)[CH:8]=[N:9][C:4]2=[C:3]([NH2:30])[N:2]=1.P(OC[C@H]1O[C@@H](N2C=CC(N)=NC2=O)C[C@@H]1O)(OP(OP(O)(O)=O)(O)=O)(=O)[OH:32].P(OC[C@H]1O[C@@H](N2C3N=C(N)NC(=O)C=3N=C2)C[C@@H]1O)(OP(OP(O)(O)=O)(O)=O)(=O)O.OP(=O)(OC[C@H]1O[C@@H](N2C=C(C)C(=O)NC2=O)C[C@@H]1O)OP(=O)(OP(=O)(O)O)O. (2) Given the product [CH3:20][S:21]([O:10][CH2:9][CH2:8][CH2:7][S:6][CH:1]1[CH2:5][CH2:4][CH2:3][CH2:2]1)(=[O:23])=[O:22], predict the reactants needed to synthesize it. The reactants are: [CH:1]1([S:6][CH2:7][CH2:8][CH2:9][OH:10])[CH2:5][CH2:4][CH2:3][CH2:2]1.C(N(C(C)C)CC)(C)C.[CH3:20][S:21](Cl)(=[O:23])=[O:22]. (3) The reactants are: [CH:1]1([NH:6][C:7]([N:9]2[C:17]3[C:12](=[CH:13][C:14]([O:18][C:19]4[CH:24]=[CH:23][N:22]=[C:21]([N:25]([C:35]([O:37]C5C=CC=CC=5)=O)C(=O)OC5C=CC=CC=5)[CH:20]=4)=[CH:15][CH:16]=3)[CH:11]=[CH:10]2)=[O:8])[CH2:5][CH2:4][CH2:3][CH2:2]1.[NH:44]1[CH2:49][CH2:48][O:47][CH2:46][CH2:45]1. Given the product [CH:1]1([NH:6][C:7]([N:9]2[C:17]3[C:12](=[CH:13][C:14]([O:18][C:19]4[CH:24]=[CH:23][N:22]=[C:21]([NH:25][C:35]([N:44]5[CH2:49][CH2:48][O:47][CH2:46][CH2:45]5)=[O:37])[CH:20]=4)=[CH:15][CH:16]=3)[CH:11]=[CH:10]2)=[O:8])[CH2:2][CH2:3][CH2:4][CH2:5]1, predict the reactants needed to synthesize it. (4) Given the product [F:23][C:24]1[CH:29]=[CH:28][C:27]([F:30])=[CH:26][C:25]=1[C:2]1[CH:7]=[CH:6][CH:5]=[C:4]([S:8]([NH:11][C:12]2[CH:21]=[CH:20][C:15]([C:16]([O:18][CH3:19])=[O:17])=[C:14]([OH:22])[CH:13]=2)(=[O:10])=[O:9])[CH:3]=1, predict the reactants needed to synthesize it. The reactants are: Br[C:2]1[CH:3]=[C:4]([S:8]([NH:11][C:12]2[CH:21]=[CH:20][C:15]([C:16]([O:18][CH3:19])=[O:17])=[C:14]([OH:22])[CH:13]=2)(=[O:10])=[O:9])[CH:5]=[CH:6][CH:7]=1.[F:23][C:24]1[CH:29]=[CH:28][C:27]([F:30])=[CH:26][C:25]=1B(O)O. (5) Given the product [C:22]([O:26][C:27]([N:29]1[CH2:30][CH:31]=[C:32]([C:7]2[N:6]=[C:5]([CH:1]3[CH2:4][CH2:3][CH2:2]3)[N:9]3[CH:10]=[CH:11][N:12]=[C:13]([NH2:14])[C:8]=23)[CH2:33][CH2:34]1)=[O:28])([CH3:25])([CH3:23])[CH3:24], predict the reactants needed to synthesize it. The reactants are: [CH:1]1([C:5]2[N:9]3[CH:10]=[CH:11][N:12]=[C:13]([NH2:14])[C:8]3=[C:7](I)[N:6]=2)[CH2:4][CH2:3][CH2:2]1.C(=O)([O-])[O-].[K+].[K+].[C:22]([O:26][C:27]([N:29]1[CH2:34][CH:33]=[C:32](B2OC(C)(C)C(C)(C)O2)[CH2:31][CH2:30]1)=[O:28])([CH3:25])([CH3:24])[CH3:23]. (6) Given the product [CH2:1]([O:3][C:4](=[O:30])[CH2:5][O:6][C:7]1[CH:12]=[CH:11][C:10]([S:13][C:14]2[CH:19]=[C:18]([C:20]#[C:21][C:22]3[CH:27]=[CH:26][CH:25]=[CH:24][CH:23]=3)[CH:17]=[C:16]([O:28][CH2:39][CH2:38][CH2:37][N:31]3[CH2:36][CH2:35][O:34][CH2:33][CH2:32]3)[CH:15]=2)=[CH:9][C:8]=1[CH3:29])[CH3:2], predict the reactants needed to synthesize it. The reactants are: [CH2:1]([O:3][C:4](=[O:30])[CH2:5][O:6][C:7]1[CH:12]=[CH:11][C:10]([S:13][C:14]2[CH:19]=[C:18]([C:20]#[C:21][C:22]3[CH:27]=[CH:26][CH:25]=[CH:24][CH:23]=3)[CH:17]=[C:16]([OH:28])[CH:15]=2)=[CH:9][C:8]=1[CH3:29])[CH3:2].[N:31]1([CH2:37][CH2:38][CH2:39]O)[CH2:36][CH2:35][O:34][CH2:33][CH2:32]1.C(P(CCCC)CCCC)CCC.N(C(N1CCCCC1)=O)=NC(N1CCCCC1)=O. (7) Given the product [NH2:1][C:4]1[CH:5]=[CH:6][C:7]2[O:12][CH2:11][C:10](=[O:13])[N:9]([CH2:21][CH2:20][CH2:19][O:18][CH3:17])[C:8]=2[CH:14]=1, predict the reactants needed to synthesize it. The reactants are: [N+:1]([C:4]1[CH:5]=[CH:6][C:7]2[O:12][CH2:11][C:10](=[O:13])[NH:9][C:8]=2[CH:14]=1)([O-])=O.[H-].[Na+].[CH3:17][O:18][CH2:19][CH2:20][CH2:21]OS(C1C=CC(C)=CC=1)(=O)=O.[I-].[K+]. (8) Given the product [OH:5][C@H:2]([CH2:1][OH:6])[CH2:3][N:34]1[CH2:33][CH2:32][C:31]2[CH:37]=[CH:38][C:28]([C:25]3[N:24]=[C:23]([C:18]4[CH:19]=[C:20]([C:21]#[N:22])[C:15]([NH:14][CH2:11][CH2:12][CH3:13])=[N:16][CH:17]=4)[O:27][N:26]=3)=[CH:29][C:30]=2[CH2:36][CH2:35]1, predict the reactants needed to synthesize it. The reactants are: [CH2:1]([OH:6])[C@@H:2]([OH:5])[CH:3]=O.C(O)(=O)C.[CH2:11]([NH:14][C:15]1[C:20]([C:21]#[N:22])=[CH:19][C:18]([C:23]2[O:27][N:26]=[C:25]([C:28]3[CH:38]=[CH:37][C:31]4[CH2:32][CH2:33][NH:34][CH2:35][CH2:36][C:30]=4[CH:29]=3)[N:24]=2)=[CH:17][N:16]=1)[CH2:12][CH3:13].C(O[BH-](OC(=O)C)OC(=O)C)(=O)C.[Na+].C(=O)([O-])O.[Na+]. (9) The reactants are: [Cl:1][C:2]1[C:7]([NH2:8])=[C:6]([Cl:9])[N:5]=[CH:4][N:3]=1.[CH:10]1([C:16](Cl)=[O:17])[CH2:15][CH2:14][CH2:13][CH2:12][CH2:11]1. Given the product [Cl:1][C:2]1[C:7]([NH:8][C:16]([CH:10]2[CH2:15][CH2:14][CH2:13][CH2:12][CH2:11]2)=[O:17])=[C:6]([Cl:9])[N:5]=[CH:4][N:3]=1, predict the reactants needed to synthesize it. (10) Given the product [CH:1]([C:3]1[CH:11]=[CH:10][CH:9]=[C:8]2[C:4]=1[CH:5]=[CH:6][N:7]2[C:12]([O:14][C:15]([CH3:18])([CH3:17])[CH3:16])=[O:13])=[O:2], predict the reactants needed to synthesize it. The reactants are: [CH:1]([C:3]1[CH:11]=[CH:10][CH:9]=[C:8]2[C:4]=1[CH:5]=[CH:6][NH:7]2)=[O:2].[C:12](O[C:12]([O:14][C:15]([CH3:18])([CH3:17])[CH3:16])=[O:13])([O:14][C:15]([CH3:18])([CH3:17])[CH3:16])=[O:13].